Dataset: Catalyst prediction with 721,799 reactions and 888 catalyst types from USPTO. Task: Predict which catalyst facilitates the given reaction. (1) Reactant: [C:1]1([C:7]2([OH:15])[CH2:14][CH:10]3[CH2:11][NH:12][CH2:13][CH:9]3[CH2:8]2)[CH:6]=[CH:5][CH:4]=[CH:3][CH:2]=1.Br[C:17]1[CH:22]=[CH:21][CH:20]=[CH:19][N:18]=1.CC(OC1C=CC=C(OC(C)C)C=1C1C(P(C2CCCCC2)C2CCCCC2)=CC=CC=1)C.CC(C)([O-])C.[Na+]. Product: [C:1]1([C:7]2([OH:15])[CH2:14][CH:10]3[CH2:11][N:12]([C:17]4[CH:22]=[CH:21][CH:20]=[CH:19][N:18]=4)[CH2:13][CH:9]3[CH2:8]2)[CH:2]=[CH:3][CH:4]=[CH:5][CH:6]=1. The catalyst class is: 222. (2) Reactant: [Cl:1][C:2]1[C:3]([CH3:36])=[C:4]([NH:8][C:9]([C:11]2[C:19]3[N:18]=[C:17]([CH2:20][O:21][CH3:22])[NH:16][C:15]=3[CH:14]=[C:13]([NH:23][C:24]([C:26]3[CH:31]=[CH:30][CH:29]=[CH:28][C:27]=3[C:32]([F:35])([F:34])[F:33])=[O:25])[CH:12]=2)=[O:10])[CH:5]=[CH:6][CH:7]=1.Cl. Product: [ClH:1].[Cl:1][C:2]1[C:3]([CH3:36])=[C:4]([NH:8][C:9]([C:11]2[C:19]3[N:18]=[C:17]([CH2:20][O:21][CH3:22])[NH:16][C:15]=3[CH:14]=[C:13]([NH:23][C:24]([C:26]3[CH:31]=[CH:30][CH:29]=[CH:28][C:27]=3[C:32]([F:33])([F:34])[F:35])=[O:25])[CH:12]=2)=[O:10])[CH:5]=[CH:6][CH:7]=1. The catalyst class is: 14. (3) Reactant: [NH2:1][C:2]1[C:11]2[N:12]=[C:13]([CH2:30][O:31][CH2:32][CH3:33])[N:14]([CH2:15][C:16]3([OH:29])[CH2:21][CH2:20][N:19](C(OC(C)(C)C)=O)[CH2:18][CH2:17]3)[C:10]=2[C:9]2[CH:8]=[CH:7][CH:6]=[CH:5][C:4]=2[N:3]=1.[ClH:34]. Product: [ClH:34].[ClH:34].[NH2:1][C:2]1[C:11]2[N:12]=[C:13]([CH2:30][O:31][CH2:32][CH3:33])[N:14]([CH2:15][C:16]3([OH:29])[CH2:17][CH2:18][NH:19][CH2:20][CH2:21]3)[C:10]=2[C:9]2[CH:8]=[CH:7][CH:6]=[CH:5][C:4]=2[N:3]=1. The catalyst class is: 8. (4) Reactant: [ClH:1].C(O)=O.[CH3:5][N:6]([CH3:54])[C:7]1[CH:8]=[CH:9][C:10]([CH3:53])=[C:11]([C:13]2[CH:18]=[CH:17][C:16]([CH2:19][C@H:20]([NH:35][C:36]([C@H:38]3[CH2:43][CH2:42][C@H:41]([CH2:44][NH:45]C(=O)OC(C)(C)C)[CH2:40][CH2:39]3)=[O:37])[C:21](=[O:34])[NH:22][C:23]3[CH:28]=[CH:27][C:26]([C:29]4[NH:33][N:32]=[N:31][N:30]=4)=[CH:25][CH:24]=3)=[CH:15][CH:14]=2)[CH:12]=1.C(#N)C. Product: [ClH:1].[NH2:45][CH2:44][C@H:41]1[CH2:42][CH2:43][C@H:38]([C:36]([NH:35][C@@H:20]([CH2:19][C:16]2[CH:15]=[CH:14][C:13]([C:11]3[CH:12]=[C:7]([N:6]([CH3:5])[CH3:54])[CH:8]=[CH:9][C:10]=3[CH3:53])=[CH:18][CH:17]=2)[C:21](=[O:34])[NH:22][C:23]2[CH:24]=[CH:25][C:26]([C:29]3[NH:33][N:32]=[N:31][N:30]=3)=[CH:27][CH:28]=2)=[O:37])[CH2:39][CH2:40]1. The catalyst class is: 12. (5) Reactant: [F:1][C:2]([F:23])([F:22])[O:3][C:4]1[CH:5]=[C:6]2[C:14](=[CH:15][CH:16]=1)[NH:13][C:12]1[CH2:11][CH2:10][CH:9]([C:17]([O:19]CC)=[O:18])[CH2:8][C:7]2=1.[OH-].[Li+]. Product: [F:23][C:2]([F:1])([F:22])[O:3][C:4]1[CH:5]=[C:6]2[C:14](=[CH:15][CH:16]=1)[NH:13][C:12]1[CH2:11][CH2:10][CH:9]([C:17]([OH:19])=[O:18])[CH2:8][C:7]2=1. The catalyst class is: 83. (6) Reactant: [CH2:1]1[C:14]2[C:13]3[CH:12]=[CH:11][CH:10]=[CH:9][C:8]=3[NH:7][C:6]=2[CH2:5][CH2:4][N:3]([C:15]([O:17][C:18]([CH3:21])([CH3:20])[CH3:19])=[O:16])[CH2:2]1.CN(C)C=O.[H-].[Na+].Br[CH2:30][C:31]([O:33][CH2:34][CH3:35])=[O:32]. Product: [CH2:34]([O:33][C:31](=[O:32])[CH2:30][N:7]1[C:8]2[CH:9]=[CH:10][CH:11]=[CH:12][C:13]=2[C:14]2[CH2:1][CH2:2][N:3]([C:15]([O:17][C:18]([CH3:21])([CH3:20])[CH3:19])=[O:16])[CH2:4][CH2:5][C:6]1=2)[CH3:35]. The catalyst class is: 6. (7) Reactant: O[CH2:2][CH:3]1[CH2:7][C:6]2([CH2:12][CH2:11][N:10]([C:13]([O:15][C:16]([CH3:19])([CH3:18])[CH3:17])=[O:14])[CH2:9][CH2:8]2)[C:5](=[O:20])[N:4]1[C:21]1[CH2:22][O:23][C:24](=[O:26])[CH:25]=1.F.F.F.C(N(CC)CC)C.[F:37][B-](F)(F)F.C(N([S+](F)F)CC)C. Product: [F:37][CH2:2][CH:3]1[CH2:7][C:6]2([CH2:12][CH2:11][N:10]([C:13]([O:15][C:16]([CH3:19])([CH3:18])[CH3:17])=[O:14])[CH2:9][CH2:8]2)[C:5](=[O:20])[N:4]1[C:21]1[CH2:22][O:23][C:24](=[O:26])[CH:25]=1. The catalyst class is: 2.